Task: Predict the product of the given reaction.. Dataset: Forward reaction prediction with 1.9M reactions from USPTO patents (1976-2016) (1) The product is: [NH2:11][C:10]1[C:5]([C:3]([OH:2])=[O:4])=[N:6][C:7]([Cl:17])=[C:8]([C:12]([F:15])([F:14])[F:13])[CH:9]=1. Given the reactants C[O:2][C:3]([C:5]1[C:10]([NH2:11])=[CH:9][C:8]([C:12]([F:15])([F:14])[F:13])=[C:7](Br)[N:6]=1)=[O:4].[ClH:17], predict the reaction product. (2) Given the reactants [Cl:1][C:2]1[CH:3]=[C:4]([NH:11][C:12]2[CH:17]=[CH:16][CH:15]=[C:14]([N:18]3[CH2:23][CH2:22][CH2:21][CH2:20][CH2:19]3)[N:13]=2)[C:5]2[N:6]([CH:8]=[CH:9][N:10]=2)[N:7]=1.[C:24]1(B(O)O)[CH:29]=[CH:28][CH:27]=[CH:26][CH:25]=1.CC(C1C=C(C(C)C)C(C2C=CC=CC=2P(C2CCCCC2)C2CCCCC2)=C(C(C)C)C=1)C.C([O-])([O-])=O.[K+].[K+], predict the reaction product. The product is: [ClH:1].[C:24]1([C:2]2[CH:3]=[C:4]([NH:11][C:12]3[CH:17]=[CH:16][CH:15]=[C:14]([N:18]4[CH2:23][CH2:22][CH2:21][CH2:20][CH2:19]4)[N:13]=3)[C:5]3[N:6]([CH:8]=[CH:9][N:10]=3)[N:7]=2)[CH:29]=[CH:28][CH:27]=[CH:26][CH:25]=1. (3) Given the reactants CN(C(ON1N=NC2C=CC=NC1=2)=[N+](C)C)C.F[P-](F)(F)(F)(F)F.CCN(C(C)C)C(C)C.[NH2:34][CH2:35][C:36]1[C:37]([F:53])=[C:38]([O:43][C:44]2[CH:45]=[C:46]([CH:49]=[C:50]([Cl:52])[CH:51]=2)[C:47]#[N:48])[C:39]([Cl:42])=[CH:40][CH:41]=1.C[Si](C)(C)CCOC[N:60]1[C:64]2[CH:65]=[C:66]([C:68](O)=[O:69])[NH:67][C:63]=2[N:62]=[CH:61]1.[C:73]([OH:79])([C:75]([F:78])([F:77])[F:76])=[O:74], predict the reaction product. The product is: [F:76][C:75]([F:78])([F:77])[C:73]([OH:79])=[O:74].[Cl:42][C:39]1[CH:40]=[CH:41][C:36]([CH2:35][NH:34][C:68]([C:66]2[NH:67][C:63]3[N:62]=[CH:61][NH:60][C:64]=3[CH:65]=2)=[O:69])=[C:37]([F:53])[C:38]=1[O:43][C:44]1[CH:45]=[C:46]([C:47]#[N:48])[CH:49]=[C:50]([Cl:52])[CH:51]=1. (4) Given the reactants [Br:1][C:2]1[S:3][C:4]([CH:7]=[O:8])=[CH:5][N:6]=1.C(=O)([O-])[O-].[K+].[K+].[F:15][C:16]([Si](C)(C)C)([F:18])[F:17], predict the reaction product. The product is: [Br:1][C:2]1[S:3][C:4]([CH:7]([OH:8])[C:16]([F:18])([F:17])[F:15])=[CH:5][N:6]=1.